Predict the product of the given reaction. From a dataset of Forward reaction prediction with 1.9M reactions from USPTO patents (1976-2016). (1) The product is: [C:1]([C:3]1[CH:4]=[C:5]([CH:10]=[CH:11][C:12]=1[CH2:13][CH:14]([CH3:16])[CH3:15])[C:6]([OH:8])=[O:7])#[N:2]. Given the reactants [C:1]([C:3]1[CH:4]=[C:5]([CH:10]=[CH:11][C:12]=1[CH2:13][CH:14]([CH3:16])[CH3:15])[C:6]([O:8]C)=[O:7])#[N:2].[Li+].[OH-], predict the reaction product. (2) Given the reactants B1([O-])OO1.[OH2:5].[OH2:6].O.O.[Na+].[Cl:10][C:11]1[CH:12]=[C:13]([CH:15]=[C:16]([F:18])[CH:17]=1)[NH2:14].CC(OC)(C)C, predict the reaction product. The product is: [Cl:10][C:11]1[CH:12]=[C:13]([N+:14]([O-:6])=[O:5])[CH:15]=[C:16]([F:18])[CH:17]=1. (3) Given the reactants [C:1]([C:3]1[CH:10]=[CH:9][C:6]([CH:7]=O)=[CH:5][CH:4]=1)#[CH:2].[NH2:11][C:12]1[N:13]=[N:14][C:15]([CH3:18])=[CH:16][CH:17]=1.C(O[C:22](=[O:37])[C:23]([OH:36])=[CH:24][C:25]([C:27]1[CH:32]=[CH:31][C:30]([CH:33]([CH3:35])[CH3:34])=[CH:29][CH:28]=1)=[O:26])C, predict the reaction product. The product is: [C:1]([C:3]1[CH:10]=[CH:9][C:6]([CH:7]2[N:11]([C:12]3[N:13]=[N:14][C:15]([CH3:18])=[CH:16][CH:17]=3)[C:22](=[O:37])[C:23]([OH:36])=[C:24]2[C:25](=[O:26])[C:27]2[CH:28]=[CH:29][C:30]([CH:33]([CH3:34])[CH3:35])=[CH:31][CH:32]=2)=[CH:5][CH:4]=1)#[CH:2]. (4) Given the reactants ClC(Cl)(O[C:5](=[O:11])OC(Cl)(Cl)Cl)Cl.[CH:13]([N:16]1[C:20]2[N:21]=[C:22]([C:31]3[CH:36]=[CH:35][C:34]([NH2:37])=[CH:33][CH:32]=3)[N:23]=[C:24]([N:25]3[CH2:30][CH2:29][O:28][CH2:27][CH2:26]3)[C:19]=2[N:18]=[N:17]1)([CH3:15])[CH3:14].CC[N:40]([CH2:43][CH3:44])CC, predict the reaction product. The product is: [CH3:36][C:31]1[CH:22]=[CH:44][C:43]([NH:40][C:5]([NH:37][C:34]2[CH:33]=[CH:32][C:31]([C:22]3[N:23]=[C:24]([N:25]4[CH2:30][CH2:29][O:28][CH2:27][CH2:26]4)[C:19]4[N:18]=[N:17][N:16]([CH:13]([CH3:15])[CH3:14])[C:20]=4[N:21]=3)=[CH:36][CH:35]=2)=[O:11])=[CH:33][CH:32]=1. (5) Given the reactants [H-].[Na+].[CH3:3][O:4][C:5](=[O:27])[CH2:6][C:7]1[CH:12]=[C:11]([O:13][CH2:14][C:15]([F:18])([F:17])[F:16])[CH:10]=[C:9]([O:19][CH2:20][C:21]2[CH:26]=[CH:25][CH:24]=[CH:23][CH:22]=2)[CH:8]=1.[CH:28]1([CH2:31]Br)[CH2:30][CH2:29]1, predict the reaction product. The product is: [CH2:20]([O:19][C:9]1[CH:8]=[C:7]([CH:6]([CH2:31][CH:28]2[CH2:30][CH2:29]2)[C:5]([O:4][CH3:3])=[O:27])[CH:12]=[C:11]([O:13][CH2:14][C:15]([F:18])([F:17])[F:16])[CH:10]=1)[C:21]1[CH:22]=[CH:23][CH:24]=[CH:25][CH:26]=1. (6) Given the reactants Br[C:2]1[C:29]([O:30][C:31]([F:34])([F:33])[F:32])=[CH:28][C:5]([C:6]([NH:8][C:9]2[CH:10]=[N:11][C:12]([N:15]3[CH2:20][CH2:19][N:18]([C:21](=[O:26])[C:22]([CH3:25])([CH3:24])[CH3:23])[CH2:17][C@H:16]3[CH3:27])=[CH:13][CH:14]=2)=[O:7])=[CH:4][C:3]=1[Cl:35].[CH3:36][C@@H:37]1[CH2:41][N:40]([C:42]([O:44][C:45]([CH3:48])([CH3:47])[CH3:46])=[O:43])[C@H:39]([C:49]2[NH:50][CH:51]=[C:52]([C:54]3[CH:59]=[CH:58][C:57](B4OC(C)(C)C(C)(C)O4)=[CH:56][CH:55]=3)[N:53]=2)[CH2:38]1.C(=O)([O-])[O-].[K+].[K+], predict the reaction product. The product is: [Cl:35][C:3]1[CH:4]=[C:5]([C:6](=[O:7])[NH:8][C:9]2[CH:10]=[N:11][C:12]([N:15]3[CH2:20][CH2:19][N:18]([C:21](=[O:26])[C:22]([CH3:25])([CH3:24])[CH3:23])[CH2:17][C@H:16]3[CH3:27])=[CH:13][CH:14]=2)[CH:28]=[C:29]([O:30][C:31]([F:34])([F:33])[F:32])[C:2]=1[C:57]1[CH:56]=[CH:55][C:54]([C:52]2[N:53]=[C:49]([C@@H:39]3[CH2:38][C@H:37]([CH3:36])[CH2:41][N:40]3[C:42]([O:44][C:45]([CH3:46])([CH3:48])[CH3:47])=[O:43])[NH:50][CH:51]=2)=[CH:59][CH:58]=1. (7) The product is: [OH:40][CH2:39][CH2:38][C:30]1[N:29]([C:2]2[N:10]=[C:9]3[C:5]([N:6]=[C:7]([CH2:12][N:13]4[CH2:14][CH2:15][CH:16]([C:19]([OH:22])([CH3:20])[CH3:21])[CH2:17][CH2:18]4)[N:8]3[CH3:11])=[C:4]([N:23]3[CH2:28][CH2:27][O:26][CH2:25][CH2:24]3)[N:3]=2)[C:33]2[CH:34]=[CH:35][CH:36]=[CH:37][C:32]=2[N:31]=1. Given the reactants Cl[C:2]1[N:10]=[C:9]2[C:5]([N:6]=[C:7]([CH2:12][N:13]3[CH2:18][CH2:17][CH:16]([C:19]([OH:22])([CH3:21])[CH3:20])[CH2:15][CH2:14]3)[N:8]2[CH3:11])=[C:4]([N:23]2[CH2:28][CH2:27][O:26][CH2:25][CH2:24]2)[N:3]=1.[NH:29]1[C:33]2[CH:34]=[CH:35][CH:36]=[CH:37][C:32]=2[N:31]=[C:30]1[CH2:38][CH2:39][OH:40], predict the reaction product. (8) Given the reactants N[C:2]1[CH:3]=[C:4]2[C:8](=[CH:9][CH:10]=1)[NH:7][N:6]=[CH:5]2.Cl.N([O-])=O.[Na+].[I-:16].[K+].[OH-].[Na+].C(=O)(O)[O-].[Na+], predict the reaction product. The product is: [I:16][C:2]1[CH:3]=[C:4]2[C:8](=[CH:9][CH:10]=1)[NH:7][N:6]=[CH:5]2. (9) Given the reactants [CH:1]([N:4](CC)C(C)C)(C)C.F[P-](F)(F)(F)(F)F.CN(C(ON1C2=NC=CC=C2N=N1)=[N+](C)C)C.[C:34]([O:38][C:39]([NH:41][CH2:42][C@H:43]1[CH2:48][CH2:47][C@H:46]([C:49]([NH:51][C@H:52]([C:69](=[O:82])[NH:70][C:71]2[CH:76]=[CH:75][C:74]([C:77]3[N:78]=[N:79][NH:80][N:81]=3)=[CH:73][CH:72]=2)[CH2:53][C:54]2[CH:59]=[CH:58][C:57]([C:60]3[C:61]([C:66]([OH:68])=O)=[CH:62][CH:63]=[CH:64][CH:65]=3)=[CH:56][CH:55]=2)=[O:50])[CH2:45][CH2:44]1)=[O:40])([CH3:37])([CH3:36])[CH3:35].Cl.CN, predict the reaction product. The product is: [CH3:1][NH:4][C:66]([C:61]1[CH:62]=[CH:63][CH:64]=[CH:65][C:60]=1[C:57]1[CH:58]=[CH:59][C:54]([CH2:53][C@H:52]([NH:51][C:49]([C@H:46]2[CH2:45][CH2:44][C@H:43]([CH2:42][NH:41][C:39](=[O:40])[O:38][C:34]([CH3:36])([CH3:37])[CH3:35])[CH2:48][CH2:47]2)=[O:50])[C:69](=[O:82])[NH:70][C:71]2[CH:76]=[CH:75][C:74]([C:77]3[N:78]=[N:79][NH:80][N:81]=3)=[CH:73][CH:72]=2)=[CH:55][CH:56]=1)=[O:68].